Dataset: Forward reaction prediction with 1.9M reactions from USPTO patents (1976-2016). Task: Predict the product of the given reaction. (1) The product is: [CH3:41][O:43][C:20]1[CH:19]=[CH:18][C:17]([NH:16][C:15](=[O:31])[C:14]#[C:13][C:10]2[CH:9]=[CH:8][C:7]([CH2:6][N:32]3[CH2:37][CH2:36][CH2:35][CH2:34][CH2:33]3)=[CH:12][CH:11]=2)=[CH:22][CH:21]=1. Given the reactants CS(O[CH2:6][C:7]1[CH:12]=[CH:11][C:10]([C:13]#[C:14][C:15](=[O:31])[NH:16][C:17]2[CH:22]=[CH:21][C:20](C3C=CC(OC)=CC=3)=[CH:19][CH:18]=2)=[CH:9][CH:8]=1)(=O)=O.[NH:32]1[CH2:37][CH2:36][CH2:35][CH2:34][CH2:33]1.ClCCl.[CH2:41]([OH:43])C, predict the reaction product. (2) Given the reactants [NH2:1][C:2]1[CH:11]=[C:10]2[C:5]([CH2:6][CH2:7][N:8](C(=O)C(F)(F)F)[CH2:9]2)=[CH:4][CH:3]=1.[CH2:18]([C:22]1[CH:27]=[CH:26][C:25]([S:28](Cl)(=[O:30])=[O:29])=[CH:24][CH:23]=1)[CH2:19][CH2:20][CH3:21], predict the reaction product. The product is: [CH2:18]([C:22]1[CH:27]=[CH:26][C:25]([S:28]([NH:1][C:2]2[CH:11]=[C:10]3[C:5]([CH2:6][CH2:7][NH:8][CH2:9]3)=[CH:4][CH:3]=2)(=[O:30])=[O:29])=[CH:24][CH:23]=1)[CH2:19][CH2:20][CH3:21].